Dataset: Catalyst prediction with 721,799 reactions and 888 catalyst types from USPTO. Task: Predict which catalyst facilitates the given reaction. (1) Reactant: [Cl:1][C:2]1[N:11]=[C:10]([CH3:12])[C:9]2[NH:8][CH2:7][CH:6]3[CH2:13][O:14][CH2:15][CH2:16][N:5]3[C:4]=2[N:3]=1.CC(C)([O-])C.[Na+].Br[CH2:24][C:25]1[CH:30]=[CH:29][C:28]([S:31]([CH3:34])(=[O:33])=[O:32])=[CH:27][CH:26]=1. Product: [Cl:1][C:2]1[N:11]=[C:10]([CH3:12])[C:9]2[N:8]([CH2:24][C:25]3[CH:26]=[CH:27][C:28]([S:31]([CH3:34])(=[O:33])=[O:32])=[CH:29][CH:30]=3)[CH2:7][CH:6]3[CH2:13][O:14][CH2:15][CH2:16][N:5]3[C:4]=2[N:3]=1. The catalyst class is: 16. (2) Reactant: F[P-](F)(F)(F)(F)F.N1(O[P+](N(C)C)(N(C)C)N(C)C)C2C=CC=CC=2N=N1.[Cl:28][C:29]1[CH:30]=[C:31]([N:35]2[C:39]([C:40]([F:43])([F:42])[F:41])=[C:38]([C:44]([OH:46])=O)[CH:37]=[N:36]2)[CH:32]=[CH:33][CH:34]=1.[F:47][C:48]([F:58])([F:57])[C:49]1[CH:50]=[C:51]([CH:54]=[CH:55][CH:56]=1)[CH2:52][NH2:53].C(N(CC)CC)C. Product: [F:47][C:48]([F:57])([F:58])[C:49]1[CH:50]=[C:51]([CH:54]=[CH:55][CH:56]=1)[CH2:52][NH:53][C:44]([C:38]1[CH:37]=[N:36][N:35]([C:31]2[CH:32]=[CH:33][CH:34]=[C:29]([Cl:28])[CH:30]=2)[C:39]=1[C:40]([F:41])([F:42])[F:43])=[O:46]. The catalyst class is: 7.